Dataset: Full USPTO retrosynthesis dataset with 1.9M reactions from patents (1976-2016). Task: Predict the reactants needed to synthesize the given product. Given the product [CH:23]1([N:19]2[C:20](=[O:22])[C:21]3[C:12]([NH:38][C:39]4[CH:44]=[CH:43][CH:42]=[C:41]([N:45]5[CH2:46][CH:47]([OH:49])[CH2:48]5)[CH:40]=4)=[C:13]([CH3:37])[C:14](=[O:36])[N:15]([CH3:35])[C:16]=3[N:17]([C:27]3[CH:32]=[CH:31][C:30]([I:33])=[CH:29][C:28]=3[F:34])[C:18]2=[O:26])[CH2:24][CH2:25]1, predict the reactants needed to synthesize it. The reactants are: CC1C=CC(S(O[C:12]2[C:21]3[C:20](=[O:22])[N:19]([CH:23]4[CH2:25][CH2:24]4)[C:18](=[O:26])[N:17]([C:27]4[CH:32]=[CH:31][C:30]([I:33])=[CH:29][C:28]=4[F:34])[C:16]=3[N:15]([CH3:35])[C:14](=[O:36])[C:13]=2[CH3:37])(=O)=O)=CC=1.[NH2:38][C:39]1[CH:40]=[C:41]([N:45]2[CH2:48][CH:47]([OH:49])[CH2:46]2)[CH:42]=[CH:43][CH:44]=1.N1C(C)=CC=CC=1C.